From a dataset of Full USPTO retrosynthesis dataset with 1.9M reactions from patents (1976-2016). Predict the reactants needed to synthesize the given product. (1) The reactants are: [CH3:1][N:2]1[C:7](=[O:8])[CH:6]=[C:5]([C:9]2[CH:14]=[CH:13][N:12]=[CH:11][N:10]=2)[N:4]=[C:3]1[N:15]1[CH2:20][CH2:19][NH:18][CH2:17][C@H:16]1[CH3:21].C(=O)([O-])[O-].[K+].[K+].Br[CH2:29][C:30]1[CH:35]=[CH:34][C:33]([C:36]2[N:40]=[C:39]([CH3:41])[O:38][N:37]=2)=[CH:32][CH:31]=1. Given the product [CH3:1][N:2]1[C:7](=[O:8])[CH:6]=[C:5]([C:9]2[CH:14]=[CH:13][N:12]=[CH:11][N:10]=2)[N:4]=[C:3]1[N:15]1[CH2:20][CH2:19][N:18]([CH2:29][C:30]2[CH:31]=[CH:32][C:33]([C:36]3[N:40]=[C:39]([CH3:41])[O:38][N:37]=3)=[CH:34][CH:35]=2)[CH2:17][C@H:16]1[CH3:21], predict the reactants needed to synthesize it. (2) Given the product [N:1]1[CH:6]=[CH:5][CH:4]=[CH:3][C:2]=1[NH:7][C:8]([N:10]1[C@@H:16]2[CH2:17][N:13]([CH2:14][CH2:15]2)[C:12]2[CH:18]=[CH:19][C:20]([C:22]([NH:58][CH:59]([CH2:60][OH:61])[C:62]([F:65])([F:64])[F:63])=[O:24])=[N:21][C:11]1=2)=[O:9], predict the reactants needed to synthesize it. The reactants are: [N:1]1[CH:6]=[CH:5][CH:4]=[CH:3][C:2]=1[NH:7][C:8]([N:10]1[C@@H:16]2[CH2:17][N:13]([CH2:14][CH2:15]2)[C:12]2[CH:18]=[CH:19][C:20]([C:22]([OH:24])=O)=[N:21][C:11]1=2)=[O:9].CN(C(ON1N=NC2C=CC=NC1=2)=[N+](C)C)C.F[P-](F)(F)(F)(F)F.CCN(C(C)C)C(C)C.[NH2:58][CH:59]([C:62]([F:65])([F:64])[F:63])[CH2:60][OH:61]. (3) Given the product [N+:19]([C:10]1[CH:11]=[N:12][C:13]2[C:18]([C:9]=1[NH:23][CH2:24][C:25]1([OH:31])[CH2:30][CH2:29][CH2:28][CH2:27][CH2:26]1)=[N:17][CH:16]=[CH:15][CH:14]=2)([O-:21])=[O:20], predict the reactants needed to synthesize it. The reactants are: C(N(CC)CC)C.Cl[C:9]1[C:18]2[C:13](=[CH:14][CH:15]=[CH:16][N:17]=2)[N:12]=[CH:11][C:10]=1[N+:19]([O-:21])=[O:20].Cl.[NH2:23][CH2:24][C:25]1([OH:31])[CH2:30][CH2:29][CH2:28][CH2:27][CH2:26]1. (4) Given the product [CH2:1]([C:8]1[C:13](=[O:14])[N:12]2[CH2:15][CH2:16][CH2:17][CH2:18][C:11]2=[N:10][C:9]=1[CH:19]=[O:20])[C:2]1[CH:7]=[CH:6][CH:5]=[CH:4][CH:3]=1, predict the reactants needed to synthesize it. The reactants are: [CH2:1]([C:8]1[C:13](=[O:14])[N:12]2[CH2:15][CH2:16][CH2:17][CH2:18][C:11]2=[N:10][C:9]=1[CH:19](OC)[O:20]C)[C:2]1[CH:7]=[CH:6][CH:5]=[CH:4][CH:3]=1. (5) Given the product [Cl:31][C:32]1[NH:40][C:39]2[C:38](=[O:41])[N:37]([CH2:42][CH2:43][CH2:44][CH2:45][C:46]3[N:47]=[C:6]([C:5]4[CH:4]=[CH:3][C:2]([OH:1])=[CH:10][CH:9]=4)[O:8][N:49]=3)[C:36](=[O:51])[N:35]([CH2:52][CH2:53][CH3:54])[C:34]=2[N:33]=1, predict the reactants needed to synthesize it. The reactants are: [OH:1][C:2]1[CH:10]=[CH:9][C:5]([C:6]([OH:8])=O)=[CH:4][CH:3]=1.C1N=CN(C(N2C=NC=C2)=O)C=1.ONC(=N)CCCC.[Cl:31][C:32]1[NH:40][C:39]2[C:38](=[O:41])[N:37]([CH2:42][CH2:43][CH2:44][CH2:45]/[C:46](=[N:49]/[H])/[NH:47]O)[C:36](=[O:51])[N:35]([CH2:52][CH2:53][CH2:54]CC)[C:34]=2[N:33]=1. (6) The reactants are: [C:1]([C:4]1[N:9]=[C:8]([C:10]2[CH:15]=[CH:14][C:13]([C:16]3[CH:21]=[CH:20][C:19]([CH2:22][C:23](OC)=[O:24])=[CH:18][C:17]=3[Cl:27])=[CH:12][CH:11]=2)[C:7]([CH3:28])=[N:6][C:5]=1[CH3:29])(=[O:3])[NH2:2].[NH3:30]. Given the product [NH2:30][C:23](=[O:24])[CH2:22][C:19]1[CH:20]=[CH:21][C:16]([C:13]2[CH:14]=[CH:15][C:10]([C:8]3[N:9]=[C:4]([C:1]([NH2:2])=[O:3])[C:5]([CH3:29])=[N:6][C:7]=3[CH3:28])=[CH:11][CH:12]=2)=[C:17]([Cl:27])[CH:18]=1, predict the reactants needed to synthesize it.